Dataset: Peptide-MHC class II binding affinity with 134,281 pairs from IEDB. Task: Regression. Given a peptide amino acid sequence and an MHC pseudo amino acid sequence, predict their binding affinity value. This is MHC class II binding data. The peptide sequence is ARWVYFLTRMRNPTG. The MHC is HLA-DQA10301-DQB10302 with pseudo-sequence HLA-DQA10301-DQB10302. The binding affinity (normalized) is 0.